From a dataset of Catalyst prediction with 721,799 reactions and 888 catalyst types from USPTO. Predict which catalyst facilitates the given reaction. (1) Product: [CH3:1][O:2][C:3](=[O:11])[C:4]1[CH:9]=[CH:8][CH:7]=[C:6]([O:10][C@@H:13]2[CH2:17][CH2:16][NH:15][C:14]2=[O:18])[CH:5]=1. The catalyst class is: 7. Reactant: [CH3:1][O:2][C:3](=[O:11])[C:4]1[CH:9]=[CH:8][CH:7]=[C:6]([OH:10])[CH:5]=1.O[C@@H:13]1[CH2:17][CH2:16][NH:15][C:14]1=[O:18].C1(P(C2C=CC=CC=2)C2C=CC=CC=2)C=CC=CC=1.CCOC(/N=N/C(OCC)=O)=O. (2) Reactant: [NH2:1][C:2]1[CH:7]=[CH:6][N:5]=[CH:4][CH:3]=1.Br[C:9]1[N:14]=[C:13]([CH2:15][OH:16])[CH:12]=[CH:11][CH:10]=1. Product: [N:5]1[CH:6]=[CH:7][C:2]([NH:1][C:9]2[N:14]=[C:13]([CH2:15][OH:16])[CH:12]=[CH:11][CH:10]=2)=[CH:3][CH:4]=1. The catalyst class is: 10. (3) Product: [C:18]1([CH2:17][N:13]2[CH2:14][CH2:15][O:16][CH:11]([C:9]3[NH:8][C:3]4[CH2:4][CH2:5][CH2:6][CH2:7][C:2]=4[N:31]=3)[CH2:12]2)[CH:23]=[CH:22][CH:21]=[CH:20][CH:19]=1. Reactant: O=[C:2]1[CH2:7][CH2:6][CH2:5][CH2:4][C@H:3]1[NH:8][C:9]([CH:11]1[O:16][CH2:15][CH2:14][N:13]([CH2:17][C:18]2[CH:23]=[CH:22][CH:21]=[CH:20][CH:19]=2)[CH2:12]1)=O.FC(F)(F)C([O-])=O.[NH4+:31].O. The catalyst class is: 2. (4) Reactant: [N+:1]([C:4]1[CH:5]=[N:6][S:7][C:8]=1[N:9]1[CH2:14][CH2:13][CH2:12][C@H:11]([NH:15][C:16](=[O:22])[O:17][C:18]([CH3:21])([CH3:20])[CH3:19])[CH2:10]1)([O-])=O.[In].[NH4+].[Cl-].N#N. Product: [NH2:1][C:4]1[CH:5]=[N:6][S:7][C:8]=1[N:9]1[CH2:14][CH2:13][CH2:12][C@H:11]([NH:15][C:16](=[O:22])[O:17][C:18]([CH3:20])([CH3:19])[CH3:21])[CH2:10]1. The catalyst class is: 14.